From a dataset of Full USPTO retrosynthesis dataset with 1.9M reactions from patents (1976-2016). Predict the reactants needed to synthesize the given product. (1) Given the product [CH3:9][O:8][C:6](=[O:7])[C:5]1[CH:10]=[CH:11][C:2]([O:15][CH3:13])=[CH:3][C:4]=1[CH3:12], predict the reactants needed to synthesize it. The reactants are: Br[C:2]1[CH:11]=[CH:10][C:5]([C:6]([O:8][CH3:9])=[O:7])=[C:4]([CH3:12])[CH:3]=1.[CH2:13]([O:15]CC)C. (2) Given the product [F:32][C:31]([F:34])([F:33])[C:29]([OH:35])=[O:30].[NH2:1][C:2]1[N:7]=[CH:6][C:5]([C:8]2[CH:13]=[CH:12][C:11]([C:14]3[C:15]([S:20]([NH2:23])(=[O:22])=[O:21])=[CH:16][CH:17]=[CH:18][CH:19]=3)=[CH:10][C:9]=2[F:28])=[CH:4][CH:3]=1, predict the reactants needed to synthesize it. The reactants are: [NH2:1][C:2]1[N:7]=[CH:6][C:5]([C:8]2[CH:13]=[CH:12][C:11]([C:14]3[C:15]([S:20]([NH:23]C(C)(C)C)(=[O:22])=[O:21])=[CH:16][CH:17]=[CH:18][CH:19]=3)=[CH:10][C:9]=2[F:28])=[CH:4][CH:3]=1.[C:29]([OH:35])([C:31]([F:34])([F:33])[F:32])=[O:30]. (3) Given the product [CH3:1][O:2][CH2:3][O:4][C:5]1[CH:6]=[C:7]([CH2:8][C:14]#[N:16])[CH:10]=[CH:11][C:12]=1[CH3:13], predict the reactants needed to synthesize it. The reactants are: [CH3:1][O:2][CH2:3][O:4][C:5]1[CH:6]=[C:7]([CH:10]=[CH:11][C:12]=1[CH3:13])[CH2:8]O.[CH2:14]([N:16](CC)CC)C.CS(Cl)(=O)=O.[C-]#N.[Na+]. (4) The reactants are: [NH2:1][C:2]1[CH:11]=[CH:10][C:9](OC)=[CH:8][C:3]=1[C:4]([O:6][CH3:7])=[O:5].NC1C=CC([F:24])=CC=1C(O)=O. Given the product [NH2:1][C:2]1[CH:11]=[CH:10][C:9]([F:24])=[CH:8][C:3]=1[C:4]([O:6][CH3:7])=[O:5], predict the reactants needed to synthesize it. (5) Given the product [CH2:7]([S:18][CH2:19][CH2:1][OH:4])[CH2:8][CH2:9][CH2:10][CH2:11][CH2:12][CH2:13][CH2:14][CH2:15][CH3:16], predict the reactants needed to synthesize it. The reactants are: [C:1](=[O:4])([O-])[O-].[K+].[K+].[CH2:7](Br)[CH2:8][CH2:9][CH2:10][CH2:11][CH2:12][CH2:13][CH2:14][CH2:15][CH3:16].[SH:18][CH:19](O)C. (6) The reactants are: Br[C:2]1[CH:11]=[CH:10][CH:9]=[C:8]2[C:3]=1[CH:4]=[CH:5][C:6]([C:12]1[CH:17]=[C:16]([CH3:18])[CH:15]=[C:14]([CH3:19])[CH:13]=1)=[N:7]2.[I-].[F:21][C:22]([F:27])([F:26])[CH2:23][CH2:24][Zn+]. Given the product [CH3:19][C:14]1[CH:13]=[C:12]([C:6]2[CH:5]=[CH:4][C:3]3[C:8](=[CH:9][CH:10]=[CH:11][C:2]=3[CH2:24][CH2:23][C:22]([F:27])([F:26])[F:21])[N:7]=2)[CH:17]=[C:16]([CH3:18])[CH:15]=1, predict the reactants needed to synthesize it. (7) The reactants are: [Cl:1][C:2]1[CH:3]=[C:4]([S:9]([N:12]2[CH2:19][CH2:18][CH2:17][C@H:13]2[C:14]([OH:16])=O)(=[O:11])=[O:10])[CH:5]=[C:6]([Cl:8])[CH:7]=1.C([O:22][C:23](=[O:33])[C@H:24]([CH2:26][C:27]1[CH:32]=[CH:31][CH:30]=[CH:29][CH:28]=1)[NH2:25])C. Given the product [Cl:8][C:6]1[CH:5]=[C:4]([S:9]([N:12]2[CH2:19][CH2:18][CH2:17][C@H:13]2[C:14]([NH:25][C@H:24]([C:23]([OH:33])=[O:22])[CH2:26][C:27]2[CH:32]=[CH:31][CH:30]=[CH:29][CH:28]=2)=[O:16])(=[O:10])=[O:11])[CH:3]=[C:2]([Cl:1])[CH:7]=1, predict the reactants needed to synthesize it.